Dataset: Forward reaction prediction with 1.9M reactions from USPTO patents (1976-2016). Task: Predict the product of the given reaction. (1) Given the reactants [ClH:1].C(OC([N:9]1[CH2:15][CH2:14][C:13]2[N:16]=[N:17][C:18]([C:20]3[CH:25]=[CH:24][CH:23]=[CH:22][CH:21]=3)=[CH:19][C:12]=2[CH2:11][CH2:10]1)=O)(C)(C)C, predict the reaction product. The product is: [ClH:1].[ClH:1].[C:20]1([C:18]2[N:17]=[N:16][C:13]3[CH2:14][CH2:15][NH:9][CH2:10][CH2:11][C:12]=3[CH:19]=2)[CH:21]=[CH:22][CH:23]=[CH:24][CH:25]=1. (2) Given the reactants [C:1]([O:13][CH3:14])(=[O:12])[CH2:2][CH2:3][CH2:4][CH2:5][CH2:6][CH2:7][CH2:8][CH2:9][CH:10]=[CH2:11].[C:15](#[N:18])[CH:16]=[CH2:17].[Na].C(C1C=CC=CC=1)(=O)C1C=CC=CC=1.CCCCCCCCCCCC.C(C=CCCCCCCCCC(OC)=O)#N, predict the reaction product. The product is: [C:1]([O:13][CH3:14])(=[O:12])[CH:2]=[CH:3][CH2:4][CH2:5][CH2:6][CH2:7][CH2:8][CH2:9][CH2:10][CH3:11].[C:15](#[N:18])[CH:16]=[CH2:17]. (3) Given the reactants [F:1][C:2]([F:12])([F:11])[CH:3](O)[C:4]1[CH:9]=[CH:8][CH:7]=[CH:6][CH:5]=1.[N:13]1[C:18]([CH3:19])=[CH:17][CH:16]=CC=1C.[F:28][C:27]([F:30])([F:29])[C:26](O[C:26](=O)[C:27]([F:30])([F:29])[F:28])=O.Br[C:35]1[CH:36]=NC2[N:39]([C:41]([CH:44]([CH3:46])C)=[N:42][N:43]=2)[CH:40]=1.[C:47]([O-])([O-])=O.[K+].[K+], predict the reaction product. The product is: [F:1][C:2]([F:12])([F:11])[CH:3]([NH:19][C:18]1[CH:17]=[CH:16][C:36]([C:35]2[CH:46]=[CH:44][C:41]3[N:39]([C:26]([C:27]([F:28])([F:29])[F:30])=[N:43][N:42]=3)[CH:40]=2)=[CH:47][CH:13]=1)[C:4]1[CH:9]=[CH:8][CH:7]=[CH:6][CH:5]=1. (4) Given the reactants [Cl:1][C:2]1[CH:3]=[CH:4][C:5]([O:15][CH2:16][CH:17]([CH3:19])[CH3:18])=[C:6]([C:8](=O)[CH2:9][CH2:10][C:11](=O)[CH3:12])[CH:7]=1.[CH2:20]([O:22][C:23](=[O:32])[C:24]1[C:29]([CH3:30])=[CH:28][CH:27]=[C:26]([NH2:31])[CH:25]=1)[CH3:21].CC1C=CC(S(O)(=O)=O)=CC=1.Cl, predict the reaction product. The product is: [CH2:20]([O:22][C:23](=[O:32])[C:24]1[C:29]([CH3:30])=[CH:28][CH:27]=[C:26]([N:31]2[C:11]([CH3:12])=[CH:10][CH:9]=[C:8]2[C:6]2[CH:7]=[C:2]([Cl:1])[CH:3]=[CH:4][C:5]=2[O:15][CH2:16][CH:17]([CH3:19])[CH3:18])[CH:25]=1)[CH3:21]. (5) Given the reactants [C:1]([C:5]1[O:9][N:8]=[C:7]([C:10]2[CH:25]=[CH:24][C:13]3[O:14][C:15]4[CH:20]=[C:19]([N+:21]([O-])=O)[CH:18]=[CH:17][C:16]=4[C:12]=3[CH:11]=2)[N:6]=1)([CH3:4])([CH3:3])[CH3:2], predict the reaction product. The product is: [C:1]([C:5]1[O:9][N:8]=[C:7]([C:10]2[CH:25]=[CH:24][C:13]3[O:14][C:15]4[CH:20]=[C:19]([NH2:21])[CH:18]=[CH:17][C:16]=4[C:12]=3[CH:11]=2)[N:6]=1)([CH3:4])([CH3:2])[CH3:3]. (6) Given the reactants CN(C(ON1N=NC2C=CC=NC1=2)=[N+](C)C)C.F[P-](F)(F)(F)(F)F.[Cl:25][C:26]1[N:30]2[CH:31]=[C:32]([CH:39]3[CH2:41][CH2:40]3)[CH:33]=[C:34]([C:35]([F:38])([F:37])[F:36])[C:29]2=[N:28][C:27]=1[C:42](O)=[O:43].[NH:45]1[CH2:50][CH2:49][CH:48]([N:51]2[C:55](=[O:56])[CH2:54][CH2:53][C:52]2=[O:57])[CH2:47][CH2:46]1.CCN(C(C)C)C(C)C.Cl, predict the reaction product. The product is: [Cl:25][C:26]1[N:30]2[CH:31]=[C:32]([CH:39]3[CH2:40][CH2:41]3)[CH:33]=[C:34]([C:35]([F:37])([F:36])[F:38])[C:29]2=[N:28][C:27]=1[C:42]([N:45]1[CH2:50][CH2:49][CH:48]([N:51]2[C:52](=[O:57])[CH2:53][CH2:54][C:55]2=[O:56])[CH2:47][CH2:46]1)=[O:43]. (7) Given the reactants [CH3:1][N:2]1C(=O)CCC1.Cl[C:9]1[CH:14]=[CH:13][C:12]([NH:15]C(=O)C(C)(C)C)=[C:11]([C:22]#[C:23][CH3:24])[C:10]=1[C:25]([F:28])([F:27])[F:26].C([Cu])#N.[OH-].[NH4+], predict the reaction product. The product is: [CH3:24][C:23]1[NH:15][C:12]2[C:11]([CH:22]=1)=[C:10]([C:25]([F:26])([F:27])[F:28])[C:9]([C:1]#[N:2])=[CH:14][CH:13]=2. (8) The product is: [CH3:1][O:2][C:3]1[CH:4]=[CH:5][C:6]([C:7]([NH:9][C:10]2[C:11]([NH:16][C:17]([O:19][CH2:20][CH2:21][O:22][CH:23]3[CH2:24][CH2:25][NH:26][CH2:27][CH2:28]3)=[O:18])=[CH:12][CH:13]=[CH:14][CH:15]=2)=[O:8])=[CH:36][CH:37]=1. Given the reactants [CH3:1][O:2][C:3]1[CH:37]=[CH:36][C:6]([C:7]([NH:9][C:10]2[C:11]([NH:16][C:17]([O:19][CH2:20][CH2:21][O:22][CH:23]3[CH2:28][CH2:27][N:26](C(OC(C)(C)C)=O)[CH2:25][CH2:24]3)=[O:18])=[CH:12][CH:13]=[CH:14][CH:15]=2)=[O:8])=[CH:5][CH:4]=1.FC(F)(F)C(O)=O.Cl, predict the reaction product. (9) Given the reactants Br[C:2]1[CH:3]=[N:4][CH:5]=[C:6]([C:8]#[C:9][CH3:10])[CH:7]=1.[B:11](OC(C)C)([O:16]C(C)C)[O:12]C(C)C.[Li]CCCC.Cl, predict the reaction product. The product is: [C:8]([C:6]1[CH:7]=[C:2]([B:11]([OH:16])[OH:12])[CH:3]=[N:4][CH:5]=1)#[C:9][CH3:10].